Dataset: Full USPTO retrosynthesis dataset with 1.9M reactions from patents (1976-2016). Task: Predict the reactants needed to synthesize the given product. (1) The reactants are: Cl.[NH2:2][CH:3]([C:6]1[CH:11]=[CH:10][C:9]([CH:12]2[CH2:14][CH2:13]2)=[CH:8][CH:7]=1)[C:4]#[N:5].[CH3:15][O:16][C:17]1[C:35]([O:36][CH3:37])=[C:34]([O:38][CH3:39])[CH:33]=[CH:32][C:18]=1[C:19]([NH:21][CH2:22][CH2:23][N:24]1[CH:28]=[C:27]([C:29](O)=[O:30])[N:26]=[N:25]1)=[O:20]. Given the product [C:4]([CH:3]([NH:2][C:29]([C:27]1[N:26]=[N:25][N:24]([CH2:23][CH2:22][NH:21][C:19](=[O:20])[C:18]2[CH:32]=[CH:33][C:34]([O:38][CH3:39])=[C:35]([O:36][CH3:37])[C:17]=2[O:16][CH3:15])[CH:28]=1)=[O:30])[C:6]1[CH:7]=[CH:8][C:9]([CH:12]2[CH2:14][CH2:13]2)=[CH:10][CH:11]=1)#[N:5], predict the reactants needed to synthesize it. (2) Given the product [CH2:25]([O:27][C:28]([C:29]1[C:6](=[O:5])[N:7]([CH2:13][C:14]2[CH:19]=[CH:18][CH:17]=[CH:16][C:15]=2[C:20]([F:22])([F:23])[F:21])[N:8]2[CH:12]=[CH:11][CH:10]=[C:9]2[C:30]=1[OH:31])=[O:40])[CH3:26], predict the reactants needed to synthesize it. The reactants are: C([O:5][C:6](=O)[N:7]([CH2:13][C:14]1[CH:19]=[CH:18][CH:17]=[CH:16][C:15]=1[C:20]([F:23])([F:22])[F:21])[N:8]1[CH:12]=[CH:11][CH:10]=[CH:9]1)(C)(C)C.[CH2:25]([O:27][C:28](=[O:40])[CH:29](C(OCC)=O)[C:30](OCC)=[O:31])[CH3:26]. (3) Given the product [C:9]1([C:12]2[CH:17]=[CH:16][CH:15]=[CH:14][CH:13]=2)[CH:10]=[CH:11][C:6]([C:3](=[O:5])[CH2:4][C:18]([O:19][CH3:20])=[O:21])=[CH:7][CH:8]=1, predict the reactants needed to synthesize it. The reactants are: [H-].[Na+].[C:3]([C:6]1[CH:11]=[CH:10][C:9]([C:12]2[CH:17]=[CH:16][CH:15]=[CH:14][CH:13]=2)=[CH:8][CH:7]=1)(=[O:5])[CH3:4].[C:18](=O)([O:21]C)[O:19][CH3:20].C(=O)([O-])O.[Na+].